Dataset: Reaction yield outcomes from USPTO patents with 853,638 reactions. Task: Predict the reaction yield, written as a fraction of the theoretical maximum amount of product (1.0 means a 100% yield; for example, 0.34 means a 34% yield). (1) The reactants are [CH3:1][O:2][C:3]1[CH:26]=[C:25]([O:27][CH3:28])[CH:24]=[CH:23][C:4]=1[CH2:5][N:6]1[C:14](=O)[C:13]2[C:8](=[CH:9][CH:10]=[CH:11][C:12]=2[O:16][CH2:17][CH2:18][N:19]([CH3:21])[CH3:20])[C:7]1=O.[H-].[Al+3].[Li+].[H-].[H-].[H-].C1COCC1. No catalyst specified. The product is [CH3:1][O:2][C:3]1[CH:26]=[C:25]([O:27][CH3:28])[CH:24]=[CH:23][C:4]=1[CH2:5][N:6]1[CH2:14][C:13]2[C:8](=[CH:9][CH:10]=[CH:11][C:12]=2[O:16][CH2:17][CH2:18][N:19]([CH3:21])[CH3:20])[CH2:7]1. The yield is 1.03. (2) The reactants are [CH2:1]([OH:77])[C@H:2]1[O:7][C@@H:6]2[O:8][C@H:9]3[C@H:14]([OH:15])[C@@H:13]([OH:16])[C@@H:12]([O:17][C@H:18]4[C@H:23]([OH:24])[C@@H:22]([OH:25])[C@@H:21]([O:26][C@H:27]5[C@H:32]([OH:33])[C@@H:31]([OH:34])[C@@H:30]([O:35][C@H:36]6[C@H:41]([OH:42])[C@@H:40]([OH:43])[C@@H:39]([O:44][C@H:45]7[C@H:50]([OH:51])[C@@H:49]([OH:52])[C@@H:48]([O:53][C@H:54]8[C@H:60]([OH:61])[C@@H:59]([OH:62])[C@@H:57]([O:58][C@H:3]1[C@H:4]([OH:76])[C@H:5]2[OH:75])[O:56][C@@H:55]8[CH2:63][OH:64])[O:47][C@@H:46]7[CH2:65][OH:66])[O:38][C@@H:37]6[CH2:67][OH:68])[O:29][C@@H:28]5[CH2:69][OH:70])[O:20][C@@H:19]4[CH2:71][OH:72])[O:11][C@@H:10]3[CH2:73][OH:74].C(ON1C(=O)CCC1=O)(=O)CCCCCCC(ON1C(=O)CCC1=O)=O.C(ON1C(=O)CCC1=O)(=O)CCCCCCC(ON1C(=O)CCC1=O)=O. No catalyst specified. The product is [CH2:67]([OH:68])[C@H:37]1[O:38][C@@H:39]2[O:44][C@H:45]3[C@H:50]([OH:51])[C@@H:49]([OH:52])[C@@H:48]([O:53][C@H:54]4[C@H:60]([OH:61])[C@@H:59]([OH:62])[C@@H:57]([O:58][C@H:3]5[C@H:4]([OH:76])[C@@H:5]([OH:75])[C@@H:6]([O:8][C@H:9]6[C@H:14]([OH:15])[C@@H:13]([OH:16])[C@@H:12]([O:17][C@H:18]7[C@H:23]([OH:24])[C@@H:22]([OH:25])[C@@H:21]([O:26][C@H:27]8[C@H:32]([OH:33])[C@@H:31]([OH:34])[C@@H:30]([O:35][C@H:36]1[C@H:41]([OH:42])[C@H:40]2[OH:43])[O:29][C@@H:28]8[CH2:69][OH:70])[O:20][C@@H:19]7[CH2:71][OH:72])[O:11][C@@H:10]6[CH2:73][OH:74])[O:7][C@@H:2]5[CH2:1][OH:77])[O:56][C@@H:55]4[CH2:63][OH:64])[O:47][C@@H:46]3[CH2:65][OH:66]. The yield is 0.670. (3) The reactants are [OH:1][C:2]1[C:10]2[N:9]=[C:8]([C:11]3[CH:16]=[CH:15][CH:14]=[CH:13][CH:12]=3)[NH:7][C:6]=2[C:5]([C:17]([OH:19])=O)=[CH:4][CH:3]=1.[NH2:20][CH2:21][CH:22]1[CH2:27][CH2:26][CH2:25][N:24](C(OC(C)(C)C)=O)[CH2:23]1. No catalyst specified. The product is [OH:1][C:2]1[C:10]2[N:9]=[C:8]([C:11]3[CH:12]=[CH:13][CH:14]=[CH:15][CH:16]=3)[NH:7][C:6]=2[C:5]([C:17]([NH:20][CH2:21][CH:22]2[CH2:27][CH2:26][CH2:25][NH:24][CH2:23]2)=[O:19])=[CH:4][CH:3]=1. The yield is 0.230. (4) The reactants are [C:1]([O:4][CH2:5][C:6]1[CH:11]=[C:10]([NH:12][C:13]2[C:18]([CH2:19][CH3:20])=[C:17]([CH3:21])[N:16]=[C:15]([C:22]3[S:23][C:24]([Cl:27])=[CH:25][CH:26]=3)[N:14]=2)[CH:9]=[CH:8][C:7]=1Br)(=[O:3])[CH3:2].[CH3:29][C:30]1([CH3:46])[C:34]([CH3:36])([CH3:35])[O:33][B:32]([B:32]2[O:33][C:34]([CH3:36])([CH3:35])[C:30]([CH3:46])([CH3:29])[O:31]2)[O:31]1.CC([O-])=O.[K+]. The catalyst is C1C=CC(P(C2C=CC=CC=2)[C-]2C=CC=C2)=CC=1.C1C=CC(P(C2C=CC=CC=2)[C-]2C=CC=C2)=CC=1.Cl[Pd]Cl.[Fe+2].O1CCOCC1. The product is [C:1]([O:4][CH2:5][C:6]1[CH:11]=[C:10]([NH:12][C:13]2[C:18]([CH2:19][CH3:20])=[C:17]([CH3:21])[N:16]=[C:15]([C:22]3[S:23][C:24]([Cl:27])=[CH:25][CH:26]=3)[N:14]=2)[CH:9]=[CH:8][C:7]=1[B:32]1[O:33][C:34]([CH3:36])([CH3:35])[C:30]([CH3:46])([CH3:29])[O:31]1)(=[O:3])[CH3:2]. The yield is 0.490. (5) The reactants are [C:1]([C:5]1[CH:10]=[C:9]([F:11])[CH:8]=[CH:7][C:6]=1[OH:12])([CH3:4])([CH3:3])[CH3:2].CCN(CC)CC.Cl[C:21]([O:23][CH3:24])=[O:22]. The catalyst is O1CCOCC1. The product is [C:21](=[O:22])([O:23][CH3:24])[O:12][C:6]1[CH:7]=[CH:8][C:9]([F:11])=[CH:10][C:5]=1[C:1]([CH3:4])([CH3:2])[CH3:3]. The yield is 0.590. (6) The reactants are C[O:2][C:3](=[O:13])[CH:4]([C:6]1[CH:11]=[CH:10][C:9]([Br:12])=[CH:8][CH:7]=1)[OH:5].[CH3:14][C:15]1[CH:20]=[CH:19][C:18]([OH:21])=[CH:17][CH:16]=1.[NH2:22][C:23]1[CH:28]=[CH:27][CH:26]=[CH:25][N:24]=1. The catalyst is C1COCC1. The product is [CH3:14][C:15]1[CH:20]=[CH:19][C:18]([O:5][CH:4]([C:6]2[CH:11]=[CH:10][C:9]([Br:12])=[CH:8][CH:7]=2)[C:3]([OH:2])=[O:13])=[CH:17][CH:16]=1.[Br:12][C:9]1[CH:8]=[CH:7][C:6]([CH:4]([O:21][C:18]2[CH:19]=[CH:20][C:15]([CH3:14])=[CH:16][CH:17]=2)[C:3]([NH:22][C:23]2[CH:28]=[CH:27][CH:26]=[CH:25][N:24]=2)=[O:13])=[CH:11][CH:10]=1. The yield is 0.580. (7) The reactants are [C:1]([C:5]1[N:6]=[C:7]([N:14]2[CH2:18][CH2:17][C:16]([F:20])([F:19])[CH2:15]2)[C:8]2[N:13]=[N:12][NH:11][C:9]=2[N:10]=1)([CH3:4])([CH3:3])[CH3:2].[Cl:21][C:22]1[CH:27]=[CH:26][CH:25]=[CH:24][C:23]=1[C@@H:28](O)[CH3:29].C1C=CC(P(C2C=CC=CC=2)C2C=CC=CC=2)=CC=1.CCOC(/N=N/C(OCC)=O)=O. The catalyst is C1COCC1. The product is [C:1]([C:5]1[N:6]=[C:7]([N:14]2[CH2:18][CH2:17][C:16]([F:19])([F:20])[CH2:15]2)[C:8]2[C:9](=[N:11][N:12]([C@@H:28]([C:23]3[CH:24]=[CH:25][CH:26]=[CH:27][C:22]=3[Cl:21])[CH3:29])[N:13]=2)[N:10]=1)([CH3:4])([CH3:2])[CH3:3]. The yield is 0.200. (8) The reactants are [Cl:1][C:2]1[CH:7]=[C:6]([N+:8]([O-])=O)[CH:5]=[CH:4][C:3]=1[C:11]1[C:26](=[O:27])[N:25]([O:28][CH3:29])[C:14]2[N:15]=[C:16]([NH:19][CH2:20][CH2:21][N:22]([CH3:24])[CH3:23])[N:17]=[CH:18][C:13]=2[CH:12]=1. The catalyst is CCO.Cl.[Fe]. The product is [NH2:8][C:6]1[CH:5]=[CH:4][C:3]([C:11]2[C:26](=[O:27])[N:25]([O:28][CH3:29])[C:14]3[N:15]=[C:16]([NH:19][CH2:20][CH2:21][N:22]([CH3:24])[CH3:23])[N:17]=[CH:18][C:13]=3[CH:12]=2)=[C:2]([Cl:1])[CH:7]=1. The yield is 0.430.